Dataset: Reaction yield outcomes from USPTO patents with 853,638 reactions. Task: Predict the reaction yield, written as a fraction of the theoretical maximum amount of product (1.0 means a 100% yield; for example, 0.34 means a 34% yield). (1) The reactants are [Cl:1][C:2]1[CH:3]=[C:4]2[C:8](=[CH:9][C:10]=1[Cl:11])[N:7]([C@@H:12]1[O:18][C@H:17]([CH2:19][O:20]C(=O)C)[C@@H:15]([OH:16])[C@H:13]1[OH:14])[C:6]([Br:24])=[C:5]2[CH:25]=[O:26].C[O-].[Na+].CO.O. The catalyst is CO. The product is [Cl:1][C:2]1[CH:3]=[C:4]2[C:8](=[CH:9][C:10]=1[Cl:11])[N:7]([C@@H:12]1[O:18][C@H:17]([CH2:19][OH:20])[C@@H:15]([OH:16])[C@H:13]1[OH:14])[C:6]([Br:24])=[C:5]2[CH:25]=[O:26]. The yield is 0.470. (2) The reactants are [O:1]1[CH2:5][CH2:4][O:3][CH:2]1[C:6]1[CH:7]=[C:8]2[CH:14]=[CH:13][NH:12][C:9]2=[CH:10][N:11]=1.[H-].[Na+].[CH3:17]I. The catalyst is C1COCC1. The product is [O:3]1[CH2:4][CH2:5][O:1][CH:2]1[C:6]1[CH:7]=[C:8]2[CH:14]=[CH:13][N:12]([CH3:17])[C:9]2=[CH:10][N:11]=1. The yield is 0.860. (3) The reactants are Br[C:2]1[CH:7]=[CH:6][C:5]([C@@H:8]([N:10]2[CH2:15][CH2:14][C@:13]([CH2:22][C:23]([OH:26])([CH3:25])[CH3:24])([C:16]3[CH:21]=[CH:20][CH:19]=[CH:18][CH:17]=3)[O:12][C:11]2=[O:27])[CH3:9])=[CH:4][CH:3]=1.[CH3:28][O:29][C:30]1[CH:35]=[C:34](B2OC(C)(C)C(C)(C)O2)[CH:33]=[CH:32][N:31]=1. The catalyst is C1C=CC(P(C2C=CC=CC=2)[C-]2C=CC=C2)=CC=1.C1C=CC(P(C2C=CC=CC=2)[C-]2C=CC=C2)=CC=1.Cl[Pd]Cl.[Fe+2]. The product is [OH:26][C:23]([CH3:25])([CH3:24])[CH2:22][C@@:13]1([C:16]2[CH:21]=[CH:20][CH:19]=[CH:18][CH:17]=2)[O:12][C:11](=[O:27])[N:10]([C@H:8]([C:5]2[CH:6]=[CH:7][C:2]([C:34]3[CH:33]=[CH:32][N:31]=[C:30]([O:29][CH3:28])[CH:35]=3)=[CH:3][CH:4]=2)[CH3:9])[CH2:15][CH2:14]1. The yield is 1.00. (4) The reactants are [NH2:1][C:2]1[CH:3]=[C:4]([CH:21]=[CH:22][C:23]=1[F:24])[O:5][C:6]1[CH:7]=[CH:8][C:9]2[N:10]([CH:12]=[C:13]([NH:15][C:16]([CH:18]3[CH2:20][CH2:19]3)=[O:17])[N:14]=2)[N:11]=1.[N:25]1[CH:30]=[CH:29][N:28]=[CH:27][C:26]=1[C:31](Cl)=[O:32]. The catalyst is CN(C)C(=O)C. The product is [CH:18]1([C:16]([NH:15][C:13]2[N:14]=[C:9]3[CH:8]=[CH:7][C:6]([O:5][C:4]4[CH:21]=[CH:22][C:23]([F:24])=[C:2]([NH:1][C:31]([C:26]5[CH:27]=[N:28][CH:29]=[CH:30][N:25]=5)=[O:32])[CH:3]=4)=[N:11][N:10]3[CH:12]=2)=[O:17])[CH2:20][CH2:19]1. The yield is 0.260. (5) The reactants are [S:1]1[C:9]2[CH2:8][CH2:7][N:6]([C:10]([O:12][C:13]([CH3:16])([CH3:15])[CH3:14])=[O:11])[CH2:5][C:4]=2[CH:3]=[C:2]1[C:17](OCC)=[O:18].[H-].[H-].[H-].[H-].[Li+].[Al+3]. No catalyst specified. The product is [OH:18][CH2:17][C:2]1[S:1][C:9]2[CH2:8][CH2:7][N:6]([C:10]([O:12][C:13]([CH3:16])([CH3:15])[CH3:14])=[O:11])[CH2:5][C:4]=2[CH:3]=1. The yield is 0.920. (6) The reactants are CC[N+](S(/N=C(/OC)\[O-])(=O)=O)(CC)CC.O1CCCC1.[Cl:21][C:22]1[C:30]2[C:25](=[CH:26][CH:27]=[CH:28][CH:29]=2)[NH:24][C:23]=1[C:31](=[O:37])[NH:32][CH2:33][C:34](=O)[CH3:35]. The product is [Cl:21][C:22]1[C:30]2[C:25](=[CH:26][CH:27]=[CH:28][CH:29]=2)[NH:24][C:23]=1[C:31]1[O:37][C:34]([CH3:35])=[CH:33][N:32]=1. The catalyst is CO. The yield is 0.820. (7) The reactants are [CH3:1][O:2][C:3]1[CH:11]=[C:10]([NH:12][C:13](=[O:27])[CH2:14][C:15]2[CH:20]=[CH:19][C:18]([O:21][CH3:22])=[CH:17][C:16]=2[C:23]([F:26])([F:25])[F:24])[CH:9]=[CH:8][C:4]=1[C:5](O)=[O:6].[OH:28][C:29]1[CH:44]=[CH:43][C:32]([CH2:33][NH:34][CH2:35][C:36]([O:38][C:39]([CH3:42])([CH3:41])[CH3:40])=[O:37])=[CH:31][CH:30]=1.CN(C(ON1N=NC2C=CC=NC1=2)=[N+](C)C)C.F[P-](F)(F)(F)(F)F. The catalyst is CN(C=O)C.CC(=O)OCC. The product is [OH:28][C:29]1[CH:44]=[CH:43][C:32]([CH2:33][N:34]([CH2:35][C:36]([O:38][C:39]([CH3:40])([CH3:41])[CH3:42])=[O:37])[C:5](=[O:6])[C:4]2[CH:8]=[CH:9][C:10]([NH:12][C:13](=[O:27])[CH2:14][C:15]3[CH:20]=[CH:19][C:18]([O:21][CH3:22])=[CH:17][C:16]=3[C:23]([F:26])([F:25])[F:24])=[CH:11][C:3]=2[O:2][CH3:1])=[CH:31][CH:30]=1. The yield is 0.990. (8) The reactants are [CH:1]1([O:6][CH:7]([C:11]2[CH:16]=[CH:15][C:14]([Cl:17])=[C:13]([Cl:18])[CH:12]=2)[C:8]([OH:10])=O)[CH2:5][CH2:4][CH2:3][CH2:2]1.C(N(CC)CC)C.ClC1C=C(Cl)C=C(Cl)C=1C(Cl)=O.[NH2:38][C:39]1[CH:44]=[CH:43][CH:42]=[CH:41][N:40]=1. The catalyst is C1(C)C=CC=CC=1.CN(C)C1C=CN=CC=1.O. The product is [CH:1]1([O:6][CH:7]([C:11]2[CH:16]=[CH:15][C:14]([Cl:17])=[C:13]([Cl:18])[CH:12]=2)[C:8]([NH:38][C:39]2[CH:44]=[CH:43][CH:42]=[CH:41][N:40]=2)=[O:10])[CH2:2][CH2:3][CH2:4][CH2:5]1. The yield is 0.760. (9) The reactants are [NH2:1][NH2:2].[Br:3][C:4]1[CH:5]=[N:6][C:7](OC)=[C:8]([CH:11]=1)[C:9]#[N:10]. No catalyst specified. The product is [Br:3][C:4]1[CH:11]=[C:8]2[C:9]([NH2:10])=[N:2][NH:1][C:7]2=[N:6][CH:5]=1. The yield is 0.720.